This data is from Catalyst prediction with 721,799 reactions and 888 catalyst types from USPTO. The task is: Predict which catalyst facilitates the given reaction. (1) Reactant: [Cl-].[Al+3].[Cl-].[Cl-].[C:5](Cl)(=[O:7])[CH3:6].[Cl:9][C:10]1[N:11]=[CH:12][C:13]2[CH:18]=[CH:17][N:16]([CH:19]3[CH2:23][CH2:22][CH2:21][CH2:20]3)[C:14]=2[N:15]=1.C(=O)(O)[O-].[Na+]. Product: [Cl:9][C:10]1[N:11]=[CH:12][C:13]2[C:18]([C:5](=[O:7])[CH3:6])=[CH:17][N:16]([CH:19]3[CH2:23][CH2:22][CH2:21][CH2:20]3)[C:14]=2[N:15]=1. The catalyst class is: 4. (2) Reactant: [F:1][C:2]1[CH:7]=[CH:6][C:5]([F:8])=[CH:4][C:3]=1[C:9]1[N:14]=[C:13]([NH:15][C:16]2[CH:21]=[CH:20][N:19]=[C:18]3[CH:22]=[N:23][NH:24][C:17]=23)[C:12]([CH3:25])=[CH:11][N:10]=1.[N:26]([CH2:29][CH3:30])=[C:27]=[O:28]. Product: [F:1][C:2]1[CH:7]=[CH:6][C:5]([F:8])=[CH:4][C:3]=1[C:9]1[N:14]=[C:13]([NH:15][C:16]2[CH:21]=[CH:20][N:19]=[C:18]3[CH:22]=[N:23][N:24]([C:27]([NH:26][CH2:29][CH3:30])=[O:28])[C:17]=23)[C:12]([CH3:25])=[CH:11][N:10]=1. The catalyst class is: 852. (3) Reactant: [F:1][C:2]1[CH:11]=[CH:10][C:9]([O:12][CH2:13][CH2:14][CH3:15])=[C:8]2[C:3]=1[C:4](=[O:30])[C:5]([C:22]1[CH:27]=[CH:26][C:25]([O:28]C)=[CH:24][CH:23]=1)=[CH:6][N:7]2[CH2:16][C:17]([O:19][CH2:20][CH3:21])=[O:18].ClCCl.B(Br)(Br)Br.O. Product: [F:1][C:2]1[CH:11]=[CH:10][C:9]([O:12][CH2:13][CH2:14][CH3:15])=[C:8]2[C:3]=1[C:4](=[O:30])[C:5]([C:22]1[CH:27]=[CH:26][C:25]([OH:28])=[CH:24][CH:23]=1)=[CH:6][N:7]2[CH2:16][C:17]([O:19][CH2:20][CH3:21])=[O:18]. The catalyst class is: 4. (4) Reactant: [CH2:1]([O:3][C:4](=[O:13])[C:5]([CH2:9][CH2:10][C:11]#[N:12])=[C:6]([NH2:8])[NH2:7])[CH3:2].[H-].[Na+]. The catalyst class is: 7. Product: [CH2:1]([O:3][C:4](=[O:13])[C:5]1[CH2:9][CH2:10][C:11]([NH2:12])=[N:8][C:6]=1[NH2:7])[CH3:2]. (5) Reactant: Br[C:2]1[N:7]=[C:6]([N:8]2[CH2:13][CH2:12][CH:11]([CH3:14])[CH2:10][CH2:9]2)[C:5]([N+:15]([O-:17])=[O:16])=[CH:4][CH:3]=1.[CH2:18]([O:25][C:26]([N:28]1[CH2:33][CH2:32][NH:31][C:30](=[O:34])[CH2:29]1)=[O:27])[C:19]1[CH:24]=[CH:23][CH:22]=[CH:21][CH:20]=1.[O-]P([O-])([O-])=O.[K+].[K+].[K+].CNCCNC. Product: [CH2:18]([O:25][C:26]([N:28]1[CH2:33][CH2:32][N:31]([C:2]2[N:7]=[C:6]([N:8]3[CH2:13][CH2:12][CH:11]([CH3:14])[CH2:10][CH2:9]3)[C:5]([N+:15]([O-:17])=[O:16])=[CH:4][CH:3]=2)[C:30](=[O:34])[CH2:29]1)=[O:27])[C:19]1[CH:20]=[CH:21][CH:22]=[CH:23][CH:24]=1. The catalyst class is: 432.